This data is from NCI-60 drug combinations with 297,098 pairs across 59 cell lines. The task is: Regression. Given two drug SMILES strings and cell line genomic features, predict the synergy score measuring deviation from expected non-interaction effect. Drug 1: CC1=CC=C(C=C1)C2=CC(=NN2C3=CC=C(C=C3)S(=O)(=O)N)C(F)(F)F. Drug 2: C1=NC2=C(N=C(N=C2N1C3C(C(C(O3)CO)O)O)F)N. Cell line: UACC-257. Synergy scores: CSS=-1.27, Synergy_ZIP=0.354, Synergy_Bliss=-0.692, Synergy_Loewe=-0.889, Synergy_HSA=-1.30.